From a dataset of Catalyst prediction with 721,799 reactions and 888 catalyst types from USPTO. Predict which catalyst facilitates the given reaction. (1) Product: [F:1][C:2]1[CH:3]=[C:4]([N:18]2[CH2:22][C@H:21]([CH2:23][N:24]3[CH:28]=[CH:27][N:26]=[N:25]3)[O:20][C:19]2=[O:29])[CH:5]=[CH:6][C:7]=1[C:8]1[S:9][CH:10]=[C:11]([C:13]([F:16])([F:15])[F:14])[N:12]=1. Reactant: [F:1][C:2]1[CH:3]=[C:4]([N:18]2[CH2:22][C@H:21]([CH2:23][N:24]3[CH:28]=[CH:27][N:26]=[N:25]3)[O:20][C:19]2=[O:29])[CH:5]=[CH:6][C:7]=1[C:8]1[S:9][CH2:10][C:11](O)([C:13]([F:16])([F:15])[F:14])[N:12]=1. The catalyst class is: 8. (2) Reactant: [C:1]([C:3]1[CH:8]=[CH:7][CH:6]=[CH:5][C:4]=1[C:9]1[C:10](=[O:34])[N:11]([C:28]2[CH:33]=[CH:32][CH:31]=[CH:30][CH:29]=2)[CH:12]=[C:13]([Sn](CCCC)(CCCC)CCCC)[CH:14]=1)#[N:2].[C:35]([O:38][C:39]1[CH:40]=[CH:41][C:42](Cl)=[N:43][CH:44]=1)(=[O:37])[CH3:36].C1(C)C(C)=CC=CC=1. Product: [C:35]([O:38][C:39]1[CH:40]=[CH:41][C:42]([C:13]2[CH:14]=[C:9]([C:4]3[CH:5]=[CH:6][CH:7]=[CH:8][C:3]=3[C:1]#[N:2])[C:10](=[O:34])[N:11]([C:28]3[CH:33]=[CH:32][CH:31]=[CH:30][CH:29]=3)[CH:12]=2)=[N:43][CH:44]=1)(=[O:37])[CH3:36]. The catalyst class is: 175.